From a dataset of Reaction yield outcomes from USPTO patents with 853,638 reactions. Predict the reaction yield, written as a fraction of the theoretical maximum amount of product (1.0 means a 100% yield; for example, 0.34 means a 34% yield). (1) The reactants are [CH3:1][O:2][C:3]1[C:4](=[O:25])[C:5]([C:21]([O:23]C)=[O:22])=[N:6][N:7]([C:9]2[C:19]([F:20])=[CH:18][C:12]3[O:13][C:14]([F:17])([F:16])[O:15][C:11]=3[CH:10]=2)[CH:8]=1.[OH-].[Na+].Cl. The catalyst is CO. The product is [CH3:1][O:2][C:3]1[C:4](=[O:25])[C:5]([C:21]([OH:23])=[O:22])=[N:6][N:7]([C:9]2[C:19]([F:20])=[CH:18][C:12]3[O:13][C:14]([F:16])([F:17])[O:15][C:11]=3[CH:10]=2)[CH:8]=1. The yield is 0.800. (2) The reactants are Br[C:2]1C=C[C:5](O)=[C:6]([C:8]2[CH:17]=[CH:16][C:15]3[C:10](=[CH:11][CH:12]=[C:13]([C:18]4[N:22]([CH:23]5[CH2:28][CH2:27][CH2:26][CH2:25][CH2:24]5)[C:21]5[CH:29]=[CH:30][C:31]([C:33]([OH:35])=[O:34])=[CH:32][C:20]=5[N:19]=4)[CH:14]=3)[N:9]=2)[CH:7]=1.C(OC(C1C=CC2[N:46](C3CCCCC3)C(C3C=CC(N)=C(C=O)C=3)=NC=2C=1)=O)C.N1C=CC(C(=O)C)=C1.[OH-].[K+]. The catalyst is C(O)C. The product is [CH:23]1([N:22]2[C:21]3[CH:29]=[CH:30][C:31]([C:33]([OH:35])=[O:34])=[CH:32][C:20]=3[N:19]=[C:18]2[C:13]2[CH:14]=[C:15]3[C:10](=[CH:11][CH:12]=2)[N:9]=[C:8]([C:6]2[CH:7]=[CH:2][NH:46][CH:5]=2)[CH:17]=[CH:16]3)[CH2:24][CH2:25][CH2:26][CH2:27][CH2:28]1. The yield is 0.0800. (3) The reactants are [CH:1]1[C:10]2[C:5](=[CH:6][CH:7]=[CH:8][CH:9]=2)[CH:4]=[C:3]([OH:11])[C:2]=1[OH:12].Cl[C:14]1[C:23]2[C:18](=[CH:19][C:20]([O:26][CH3:27])=[C:21]([O:24][CH3:25])[CH:22]=2)[N:17]=[CH:16][CH:15]=1.O. The catalyst is CN(C)C1C=CN=CC=1.ClC1C=CC=CC=1Cl. The product is [CH3:25][O:24][C:21]1[CH:22]=[C:23]2[C:18](=[CH:19][C:20]=1[O:26][CH3:27])[N:17]=[CH:16][CH:15]=[C:14]2[O:12][C:2]1[C:3]([OH:11])=[CH:4][C:5]2[C:10]([CH:1]=1)=[CH:9][CH:8]=[CH:7][CH:6]=2. The yield is 0.580. (4) The reactants are [C:1](Cl)(=[O:5])C(Cl)=O.[Cl:7][C:8]1[CH:16]=[CH:15][C:14]([C:17]2[CH:22]=[CH:21][CH:20]=[CH:19][N:18]=2)=[CH:13][C:9]=1[C:10]([NH2:12])=[O:11].[NH2:23][C:24]1[S:25][C:26]2[CH:32]=[C:31]([S:33]([CH3:36])(=[O:35])=[O:34])[CH:30]=[CH:29][C:27]=2[N:28]=1. The catalyst is C1COCC1. The product is [Cl:7][C:8]1[CH:16]=[CH:15][C:14]([C:17]2[CH:22]=[CH:21][CH:20]=[CH:19][N:18]=2)=[CH:13][C:9]=1[C:10]([NH:12][C:1](=[O:5])[NH:23][C:24]1[S:25][C:26]2[CH:32]=[C:31]([S:33]([CH3:36])(=[O:35])=[O:34])[CH:30]=[CH:29][C:27]=2[N:28]=1)=[O:11]. The yield is 0.100. (5) The reactants are [C:1]([NH:6][C:7]1[CH:8]=[C:9]([CH:13]2[CH2:18][CH2:17][N:16](C(OC(C)(C)C)=O)[CH2:15][CH2:14]2)[CH:10]=[CH:11][CH:12]=1)(=[O:5])[CH:2]([CH3:4])[CH3:3].Cl. The catalyst is O1CCOCC1. The product is [CH3:3][CH:2]([CH3:4])[C:1]([NH:6][C:7]1[CH:12]=[CH:11][CH:10]=[C:9]([CH:13]2[CH2:18][CH2:17][NH:16][CH2:15][CH2:14]2)[CH:8]=1)=[O:5]. The yield is 0.460. (6) The yield is 0.620. The catalyst is C1COCC1. The product is [CH2:11]([O:10][C:8](=[O:9])[CH:7]([C:6]1[CH:17]=[CH:18][C:19]2[C:24](=[N:23][CH:22]=[CH:21][C:20]=2[NH:26][C:27]2[CH:32]=[C:31]([CH3:33])[CH:30]=[CH:29][C:28]=2[S:34][C:35]2[CH:40]=[CH:39][C:38]([NH:41][C:42](=[O:44])[CH3:43])=[CH:37][CH:36]=2)[N:25]=1)[CH3:13])[CH3:12]. The reactants are [H-].[Na+].C(O[C:6](=O)[CH:7]([CH3:13])[C:8]([O:10][CH2:11][CH3:12])=[O:9])C.ClC1[N:25]=[C:24]2[C:19]([C:20]([NH:26][C:27]3[CH:32]=[C:31]([CH3:33])[CH:30]=[CH:29][C:28]=3[S:34][C:35]3[CH:40]=[CH:39][C:38]([NH:41][C:42](=[O:44])[CH3:43])=[CH:37][CH:36]=3)=[CH:21][CH:22]=[N:23]2)=[CH:18][CH:17]=1. (7) The reactants are [N+](C1C=CC(S(Cl)(=O)=O)=CC=1)([O-])=O.[N+:14]([C:17]1[CH:22]=[CH:21][C:20]([S:23]([O:26][CH:27]2[CH2:32]C[CH2:30][N:29]([C:33]([O:35][C:36]([CH3:39])([CH3:38])[CH3:37])=[O:34])[CH2:28]2)(=[O:25])=[O:24])=[CH:19][CH:18]=1)([O-:16])=[O:15]. No catalyst specified. The product is [N+:14]([C:17]1[CH:22]=[CH:21][C:20]([S:23]([O:26][C@H:27]2[CH2:32][CH2:30][N:29]([C:33]([O:35][C:36]([CH3:38])([CH3:39])[CH3:37])=[O:34])[CH2:28]2)(=[O:24])=[O:25])=[CH:19][CH:18]=1)([O-:16])=[O:15]. The yield is 0.670. (8) The yield is 0.860. No catalyst specified. The product is [I:11][CH2:2][C:3](=[O:10])[N:4]1[CH2:9][CH2:8][O:7][CH2:6][CH2:5]1. The reactants are Cl[CH2:2][C:3](=[O:10])[N:4]1[CH2:9][CH2:8][O:7][CH2:6][CH2:5]1.[I-:11].[Na+]. (9) The reactants are Br[C:2]1[CH:3]=[C:4]([CH:7]=[C:8]([N:10]2[CH2:15][CH2:14][C:13]3[N:16]=[C:17]([C:19]4[CH:24]=[CH:23][CH:22]=[CH:21][N:20]=4)[O:18][C:12]=3[CH2:11]2)[CH:9]=1)[C:5]#[N:6].[NH:25]1[CH2:30][CH2:29][O:28][CH2:27][CH2:26]1.C(O[Na])(C)(C)C.C1C=CC(P(C2C(C3C(P(C4C=CC=CC=4)C4C=CC=CC=4)=CC=C4C=3C=CC=C4)=C3C(C=CC=C3)=CC=2)C2C=CC=CC=2)=CC=1. The catalyst is C1(C)C=CC=CC=1.C1C=CC(/C=C/C(/C=C/C2C=CC=CC=2)=O)=CC=1.C1C=CC(/C=C/C(/C=C/C2C=CC=CC=2)=O)=CC=1.C1C=CC(/C=C/C(/C=C/C2C=CC=CC=2)=O)=CC=1.[Pd].[Pd]. The product is [O:28]1[CH2:29][CH2:30][N:25]([C:2]2[CH:3]=[C:4]([CH:7]=[C:8]([N:10]3[CH2:15][CH2:14][C:13]4[N:16]=[C:17]([C:19]5[CH:24]=[CH:23][CH:22]=[CH:21][N:20]=5)[O:18][C:12]=4[CH2:11]3)[CH:9]=2)[C:5]#[N:6])[CH2:26][CH2:27]1. The yield is 0.160. (10) The reactants are [N:1]([CH2:4][CH2:5][CH2:6][Si:7]([CH2:16][C:17](=[CH2:19])[CH3:18])([CH2:12][C:13](=[CH2:15])[CH3:14])[CH2:8][C:9](=[CH2:11])[CH3:10])=[N+]=[N-].C1(P(C2C=CC=CC=2)C2C=CC=CC=2)C=CC=CC=1.[NH4+].[OH-]. The catalyst is N1C=CC=CC=1. The product is [NH2:1][CH2:4][CH2:5][CH2:6][Si:7]([CH2:16][C:17](=[CH2:18])[CH3:19])([CH2:8][C:9](=[CH2:10])[CH3:11])[CH2:12][C:13](=[CH2:14])[CH3:15]. The yield is 0.890.